From a dataset of Forward reaction prediction with 1.9M reactions from USPTO patents (1976-2016). Predict the product of the given reaction. (1) Given the reactants [CH:1]([NH:4][C:5]1[C:13]2[C:8](=[CH:9][C:10]([NH2:14])=[CH:11][CH:12]=2)[NH:7][N:6]=1)([CH3:3])[CH3:2].[C:15]1([S:21](Cl)(=[O:23])=[O:22])[CH:20]=[CH:19][CH:18]=[CH:17][CH:16]=1, predict the reaction product. The product is: [CH:1]([NH:4][C:5]1[C:13]2[C:8](=[CH:9][C:10]([NH:14][S:21]([C:15]3[CH:20]=[CH:19][CH:18]=[CH:17][CH:16]=3)(=[O:23])=[O:22])=[CH:11][CH:12]=2)[NH:7][N:6]=1)([CH3:3])[CH3:2]. (2) Given the reactants [F:1][C:2]1[CH:3]=[CH:4][C:5]2[N:6]([C:8]([N:11]3[CH2:16][CH2:15][CH:14]([CH:17](O)[CH3:18])[CH2:13][CH2:12]3)=[N:9][N:10]=2)[CH:7]=1.CCN(CC)CC.[CH:27]([Si:30]([O:37]S(C(F)(F)F)(=O)=O)([CH:34]([CH3:36])[CH3:35])[CH:31]([CH3:33])[CH3:32])([CH3:29])[CH3:28], predict the reaction product. The product is: [F:1][C:2]1[CH:3]=[CH:4][C:5]2[N:6]([C:8]([N:11]3[CH2:16][CH2:15][CH:14]([CH2:17][CH2:18][O:37][Si:30]([CH:31]([CH3:33])[CH3:32])([CH:34]([CH3:36])[CH3:35])[CH:27]([CH3:28])[CH3:29])[CH2:13][CH2:12]3)=[N:9][N:10]=2)[CH:7]=1.